Dataset: Reaction yield outcomes from USPTO patents with 853,638 reactions. Task: Predict the reaction yield, written as a fraction of the theoretical maximum amount of product (1.0 means a 100% yield; for example, 0.34 means a 34% yield). (1) The reactants are [NH:1]1[C:9]2[C:4](=[CH:5][CH:6]=[CH:7][CH:8]=2)[C:3]([CH2:10][CH2:11][CH2:12]O)=[CH:2]1.[Br:14]P(Br)(C1C=CC=CC=1)(C1C=CC=CC=1)C1C=CC=CC=1.C1CCCCC1. The catalyst is O1CCOCC1. The product is [NH:1]1[C:9]2[C:4](=[CH:5][CH:6]=[CH:7][CH:8]=2)[C:3]([CH2:10][CH2:11][CH2:12][Br:14])=[CH:2]1. The yield is 0.990. (2) The reactants are CC(C)([O-])C.[K+].[C:7]([CH2:9]P(=O)(OCC)OCC)#[N:8].O=[CH:19][CH2:20][CH:21]1[CH2:26][CH2:25][N:24]([C:27]([O:29][C:30]([CH3:33])([CH3:32])[CH3:31])=[O:28])[CH2:23][CH2:22]1. The catalyst is C1COCC1. The product is [C:7](/[CH:9]=[CH:19]/[CH2:20][CH:21]1[CH2:26][CH2:25][N:24]([C:27]([O:29][C:30]([CH3:33])([CH3:32])[CH3:31])=[O:28])[CH2:23][CH2:22]1)#[N:8]. The yield is 0.753. (3) The reactants are [CH:1]([C:4]1[CH:9]=[CH:8][CH:7]=[CH:6][C:5]=1[NH:10][C:11]([NH:13]/[N:14]=[CH:15]/[C:16]1[CH:21]=[CH:20][C:19]([C:22]2[N:26]=[CH:25][N:24]([C:27]3[CH:32]=[CH:31][C:30]([C:33]([F:36])([F:35])[F:34])=[CH:29][CH:28]=3)[N:23]=2)=[CH:18][CH:17]=1)=[S:12])([CH3:3])[CH3:2].C(=O)([O-])[O-].[K+].[K+].Br[CH2:44][CH2:45][CH2:46]Cl. The product is [CH:1]([C:4]1[CH:9]=[CH:8][CH:7]=[CH:6][C:5]=1/[N:10]=[C:11]1\[S:12][CH2:44][CH2:45][CH2:46][N:13]\1/[N:14]=[CH:15]/[C:16]1[CH:17]=[CH:18][C:19]([C:22]2[N:26]=[CH:25][N:24]([C:27]3[CH:28]=[CH:29][C:30]([C:33]([F:35])([F:36])[F:34])=[CH:31][CH:32]=3)[N:23]=2)=[CH:20][CH:21]=1)([CH3:3])[CH3:2]. The yield is 0.130. The catalyst is CC(=O)CC.C(Cl)Cl. (4) The reactants are [Cl:1][C:2]1[CH:10]=[C:9]2[C:5]([CH:6]=[C:7]([C:11]([O:13][CH2:14]C)=[O:12])[NH:8]2)=[CH:4][CH:3]=1.[Mg].[Cl-].[NH4+].C(OCC)(=O)C. The yield is 0.630. The product is [Cl:1][C:2]1[CH:10]=[C:9]2[C:5]([CH2:6][CH:7]([C:11]([O:13][CH3:14])=[O:12])[NH:8]2)=[CH:4][CH:3]=1. The catalyst is CO. (5) The reactants are [Br:1][C:2]1[C:3](F)=[C:4]2[C:10]([NH:11][C:12]([C@@H:14]3[CH2:18][CH2:17][CH2:16][O:15]3)=[O:13])=[CH:9][NH:8][C:5]2=[N:6][CH:7]=1.[NH:20]1[CH2:25][CH2:24][CH2:23][C@@H:22]([NH:26][C:27](=[O:33])[O:28][C:29]([CH3:32])([CH3:31])[CH3:30])[CH2:21]1.C(N(C(C)C)C(C)C)C. The catalyst is CCCCO. The product is [Br:1][C:2]1[C:3]([N:20]2[CH2:25][CH2:24][CH2:23][C@@H:22]([NH:26][C:27](=[O:33])[O:28][C:29]([CH3:31])([CH3:30])[CH3:32])[CH2:21]2)=[C:4]2[C:10]([NH:11][C:12]([C@@H:14]3[CH2:18][CH2:17][CH2:16][O:15]3)=[O:13])=[CH:9][NH:8][C:5]2=[N:6][CH:7]=1. The yield is 0.496.